Predict the reaction yield, written as a fraction of the theoretical maximum amount of product (1.0 means a 100% yield; for example, 0.34 means a 34% yield). From a dataset of Reaction yield outcomes from USPTO patents with 853,638 reactions. (1) The reactants are Cl[C:2]1[N:7]=[C:6]([NH:8][CH:9]2[CH2:23][CH:12]3[CH2:13][N:14]([C:16]([O:18][C:19]([CH3:22])([CH3:21])[CH3:20])=[O:17])[CH2:15][CH:11]3[CH2:10]2)[C:5]([Cl:24])=[CH:4][N:3]=1.[NH2:25][C:26]1[CH:27]=[N:28][N:29]([CH2:31][CH2:32][OH:33])[CH:30]=1.Cl. The catalyst is CC(O)C. The product is [Cl:24][C:5]1[C:6]([NH:8][CH:9]2[CH2:23][CH:12]3[CH2:13][N:14]([C:16]([O:18][C:19]([CH3:22])([CH3:21])[CH3:20])=[O:17])[CH2:15][CH:11]3[CH2:10]2)=[N:7][C:2]([NH:25][C:26]2[CH:27]=[N:28][N:29]([CH2:31][CH2:32][OH:33])[CH:30]=2)=[N:3][CH:4]=1. The yield is 0.630. (2) The reactants are [NH2:1][CH2:2][C@:3]1([OH:31])[C@@H:8]([OH:9])[C@H:7]([OH:10])[C@@H:6]([CH2:11][OH:12])[O:5][C@@H:4]1[O:13][C:14]1[CH:19]=[CH:18][C:17]([C:20]2[CH:21]=[C:22]([CH:27]=[CH:28][CH:29]=2)[C:23]([NH:25][CH3:26])=[O:24])=[CH:16][C:15]=1[CH3:30].[CH3:32][C:33]([O-])=[O:34].[Na+].C(Cl)(=O)C. The catalyst is C1COCC1. The product is [C:33]([NH:1][CH2:2][C@:3]1([OH:31])[C@@H:8]([OH:9])[C@H:7]([OH:10])[C@@H:6]([CH2:11][OH:12])[O:5][C@@H:4]1[O:13][C:14]1[CH:19]=[CH:18][C:17]([C:20]2[CH:21]=[C:22]([CH:27]=[CH:28][CH:29]=2)[C:23]([NH:25][CH3:26])=[O:24])=[CH:16][C:15]=1[CH3:30])(=[O:34])[CH3:32]. The yield is 0.100. (3) The reactants are [OH:1][CH:2]([C:6]1[CH:13]=[CH:12][C:9]([CH:10]=[O:11])=[CH:8][CH:7]=1)[CH2:3][CH2:4][CH3:5].[BH4-].[Na+].O.Cl. The catalyst is CO.O1CCCC1. The product is [OH:11][CH2:10][C:9]1[CH:12]=[CH:13][C:6]([CH:2]([OH:1])[CH2:3][CH2:4][CH3:5])=[CH:7][CH:8]=1. The yield is 0.950. (4) The reactants are [C:1]([O:5][C:6]([N:8]1[CH2:13][CH2:12][N:11]([C:14]2[CH:19]=[CH:18][C:17]([C:20]3[O:24][C:23]([C:25]4[CH:33]=[C:32]5[C:28]([CH:29]=[CH:30][NH:31]5)=[CH:27][CH:26]=4)=[N:22][C:21]=3[C:34](O)=[O:35])=[CH:16][CH:15]=2)[CH2:10][CH2:9]1)=[O:7])([CH3:4])([CH3:3])[CH3:2].F[P-](F)(F)(F)(F)F.[N:44]1(OC(N(C)C)=[N+](C)C)C2N=CC=CC=2N=N1.C(N(C(C)C)CC)(C)C.N.O1CCOCC1. The catalyst is CN(C=O)C. The product is [C:34]([C:21]1[N:22]=[C:23]([C:25]2[CH:33]=[C:32]3[C:28]([CH:29]=[CH:30][NH:31]3)=[CH:27][CH:26]=2)[O:24][C:20]=1[C:17]1[CH:16]=[CH:15][C:14]([N:11]2[CH2:12][CH2:13][N:8]([C:6]([O:5][C:1]([CH3:3])([CH3:2])[CH3:4])=[O:7])[CH2:9][CH2:10]2)=[CH:19][CH:18]=1)(=[O:35])[NH2:44]. The yield is 0.460. (5) The product is [OH:9][C:4]1[CH:5]=[CH:6][C:7]([C:10]2([C:7]3[CH:6]=[CH:5][C:4]([OH:9])=[C:3]([CH2:1][CH3:2])[CH:8]=3)[C:11]3[C:12](=[CH:16][CH:17]=[CH:18][CH:19]=3)[C:13](=[O:14])[O:15]2)=[CH:8][C:3]=1[CH2:1][CH3:2]. The catalyst is [Cl-].[Zn+2].[Cl-]. The reactants are [CH2:1]([C:3]1[CH:8]=[CH:7][CH:6]=[CH:5][C:4]=1[OH:9])[CH3:2].[C:10]1(=O)[O:15][C:13](=[O:14])[C:12]2=[CH:16][CH:17]=[CH:18][CH:19]=[C:11]12. The yield is 0.920. (6) The reactants are [F:1][C:2]1[CH:8]=[CH:7][C:5]([NH2:6])=[CH:4][C:3]=1[N+:9]([O-:11])=[O:10].CCN(CC)CC.[C:19](Cl)(=[O:26])[C:20]1[CH:25]=[CH:24][CH:23]=[CH:22][CH:21]=1. The catalyst is C1COCC1. The product is [F:1][C:2]1[CH:8]=[CH:7][C:5]([NH:6][C:19](=[O:26])[C:20]2[CH:25]=[CH:24][CH:23]=[CH:22][CH:21]=2)=[CH:4][C:3]=1[N+:9]([O-:11])=[O:10]. The yield is 0.810. (7) The reactants are [CH2:1]([NH:8][C:9]([C:11]12[CH2:20][CH:15]3[CH2:16][CH:17]([CH2:19][C:13]([OH:21])([CH2:14]3)[CH2:12]1)[CH2:18]2)=[O:10])[C:2]1[CH:7]=[CH:6][CH:5]=[CH:4][CH:3]=1.[C:22]([N:26]=[C:27]=[O:28])([CH3:25])([CH3:24])[CH3:23].C[Si](Cl)(C)C. The catalyst is C(Cl)Cl. The product is [C:22]([NH:26][C:27]([O:21][C:13]12[CH2:19][CH:17]3[CH2:16][CH:15]([CH2:20][C:11]([C:9](=[O:10])[NH:8][CH2:1][C:2]4[CH:7]=[CH:6][CH:5]=[CH:4][CH:3]=4)([CH2:18]3)[CH2:12]1)[CH2:14]2)=[O:28])([CH3:25])([CH3:24])[CH3:23]. The yield is 1.00. (8) The reactants are [Cl:1][C:2]1[CH:3]=[C:4]2[C:9](=[C:10]([F:12])[CH:11]=1)[NH:8][C:7](=[O:13])[C:6]([C:14]#[N:15])=[C:5]2[C:16]1[CH:21]=[CH:20][CH:19]=[CH:18][CH:17]=1.[H-].[Na+].[F:24][C:25]([F:44])([F:43])[S:26](N(C1C=CC=CC=1)[S:26]([C:25]([F:44])([F:43])[F:24])(=[O:28])=[O:27])(=[O:28])=[O:27].[NH4+].[Cl-]. The catalyst is CN(C=O)C. The product is [Cl:1][C:2]1[CH:3]=[C:4]2[C:9](=[C:10]([F:12])[CH:11]=1)[N:8]=[C:7]([O:13][S:26]([C:25]([F:44])([F:43])[F:24])(=[O:28])=[O:27])[C:6]([C:14]#[N:15])=[C:5]2[C:16]1[CH:21]=[CH:20][CH:19]=[CH:18][CH:17]=1. The yield is 1.00. (9) The reactants are [H-].[Na+].[CH3:3][S:4]([NH2:7])(=[O:6])=[O:5].[F:8][C:9]1[CH:10]=[C:11]2[C:16](=[C:17]([C:19](O)=[O:20])[CH:18]=1)[NH:15][CH:14]([C:22]1[CH:27]=[CH:26][CH:25]=[C:24]([N:28]3[CH2:33][CH2:32][O:31][CH2:30][CH2:29]3)[CH:23]=1)[CH2:13][C:12]2([CH3:35])[CH3:34].C(N1C=CN=C1)(N1C=CN=C1)=O. The catalyst is CN(C)C=O.O. The product is [F:8][C:9]1[CH:10]=[C:11]2[C:16](=[C:17]([C:19]([NH:7][S:4]([CH3:3])(=[O:6])=[O:5])=[O:20])[CH:18]=1)[NH:15][CH:14]([C:22]1[CH:27]=[CH:26][CH:25]=[C:24]([N:28]3[CH2:33][CH2:32][O:31][CH2:30][CH2:29]3)[CH:23]=1)[CH2:13][C:12]2([CH3:35])[CH3:34]. The yield is 0.450. (10) The reactants are [Al+3].[Cl-].[Cl-].[Cl-].[H-].[H-].[H-].[H-].[Li+].[Al+3].[CH2:11]([N:18]1[CH2:22][CH2:21][C:20](=[C:23]([C:25]2([O:28][Si:29]([C:32]([CH3:35])([CH3:34])[CH3:33])([CH3:31])[CH3:30])[CH2:27][CH2:26]2)[OH:24])[C:19]1=O)[C:12]1[CH:17]=[CH:16][CH:15]=[CH:14][CH:13]=1.Cl. The catalyst is CCOC(C)=O.C1COCC1. The product is [CH2:11]([N:18]1[CH2:22][CH2:21][C:20](=[C:23]([C:25]2([O:28][Si:29]([C:32]([CH3:35])([CH3:34])[CH3:33])([CH3:30])[CH3:31])[CH2:27][CH2:26]2)[OH:24])[CH2:19]1)[C:12]1[CH:13]=[CH:14][CH:15]=[CH:16][CH:17]=1. The yield is 1.00.